From a dataset of NCI-60 drug combinations with 297,098 pairs across 59 cell lines. Regression. Given two drug SMILES strings and cell line genomic features, predict the synergy score measuring deviation from expected non-interaction effect. (1) Drug 2: C(CCl)NC(=O)N(CCCl)N=O. Synergy scores: CSS=46.6, Synergy_ZIP=0.805, Synergy_Bliss=1.65, Synergy_Loewe=-51.0, Synergy_HSA=0.623. Drug 1: CCC1=CC2CC(C3=C(CN(C2)C1)C4=CC=CC=C4N3)(C5=C(C=C6C(=C5)C78CCN9C7C(C=CC9)(C(C(C8N6C)(C(=O)OC)O)OC(=O)C)CC)OC)C(=O)OC.C(C(C(=O)O)O)(C(=O)O)O. Cell line: SK-OV-3. (2) Drug 1: CCCS(=O)(=O)NC1=C(C(=C(C=C1)F)C(=O)C2=CNC3=C2C=C(C=N3)C4=CC=C(C=C4)Cl)F. Drug 2: CCC1(CC2CC(C3=C(CCN(C2)C1)C4=CC=CC=C4N3)(C5=C(C=C6C(=C5)C78CCN9C7C(C=CC9)(C(C(C8N6C)(C(=O)OC)O)OC(=O)C)CC)OC)C(=O)OC)O.OS(=O)(=O)O. Cell line: HS 578T. Synergy scores: CSS=52.1, Synergy_ZIP=12.9, Synergy_Bliss=14.8, Synergy_Loewe=-33.6, Synergy_HSA=10.0. (3) Drug 1: CC1=C2C(C(=O)C3(C(CC4C(C3C(C(C2(C)C)(CC1OC(=O)C(C(C5=CC=CC=C5)NC(=O)OC(C)(C)C)O)O)OC(=O)C6=CC=CC=C6)(CO4)OC(=O)C)OC)C)OC. Drug 2: CC(C)(C#N)C1=CC(=CC(=C1)CN2C=NC=N2)C(C)(C)C#N. Cell line: PC-3. Synergy scores: CSS=53.9, Synergy_ZIP=9.29, Synergy_Bliss=6.96, Synergy_Loewe=-20.3, Synergy_HSA=7.22. (4) Cell line: HT29. Drug 2: CC12CCC3C(C1CCC2=O)CC(=C)C4=CC(=O)C=CC34C. Synergy scores: CSS=29.8, Synergy_ZIP=-0.0208, Synergy_Bliss=3.20, Synergy_Loewe=-15.5, Synergy_HSA=1.44. Drug 1: CS(=O)(=O)C1=CC(=C(C=C1)C(=O)NC2=CC(=C(C=C2)Cl)C3=CC=CC=N3)Cl.